From a dataset of Catalyst prediction with 721,799 reactions and 888 catalyst types from USPTO. Predict which catalyst facilitates the given reaction. (1) Product: [Br:1][C:2]1[CH:7]=[CH:6][C:5]([S:8][CH:14]2[CH2:18][CH2:17][CH2:16][C:15]2([CH3:20])[CH3:19])=[CH:4][CH:3]=1. The catalyst class is: 39. Reactant: [Br:1][C:2]1[CH:7]=[CH:6][C:5]([SH:8])=[CH:4][CH:3]=1.CS(O[CH:14]1[CH2:18][CH2:17][CH2:16][C:15]1([CH3:20])[CH3:19])(=O)=O.C(=O)([O-])[O-].[K+].[K+]. (2) Reactant: [NH2:1][CH2:2][CH2:3][C:4]1[CH:9]=[CH:8][C:7]([CH2:10][CH2:11][C:12]2[N:13]=[C:14]([NH:17][C:18](=[O:20])[CH3:19])[S:15][CH:16]=2)=[CH:6][CH:5]=1.I.CS[C:24](=[NH:26])[CH3:25]. Product: [C:24]([NH:1][CH2:2][CH2:3][C:4]1[CH:9]=[CH:8][C:7]([CH2:10][CH2:11][C:12]2[N:13]=[C:14]([NH:17][C:18](=[O:20])[CH3:19])[S:15][CH:16]=2)=[CH:6][CH:5]=1)(=[NH:26])[CH3:25]. The catalyst class is: 5. (3) Product: [CH3:31][C:30]1[CH:29]=[C:28]([CH3:32])[NH:27][C:26](=[O:33])[C:25]=1[CH2:24][NH:23][C:21]([C:11]1[C:12]2[CH:17]=[N:16][N:15]([CH:18]([CH3:20])[CH3:19])[C:13]=2[N:14]=[C:9]([C:6]2[CH:5]=[CH:4][C:3]([CH2:2][N:38]3[CH2:39][CH2:40][N:35]([CH3:34])[CH2:36][CH2:37]3)=[CH:8][CH:7]=2)[CH:10]=1)=[O:22]. Reactant: Br[CH2:2][C:3]1[CH:8]=[CH:7][C:6]([C:9]2[CH:10]=[C:11]([C:21]([NH:23][CH2:24][C:25]3[C:26](=[O:33])[NH:27][C:28]([CH3:32])=[CH:29][C:30]=3[CH3:31])=[O:22])[C:12]3[CH:17]=[N:16][N:15]([CH:18]([CH3:20])[CH3:19])[C:13]=3[N:14]=2)=[CH:5][CH:4]=1.[CH3:34][N:35]1[CH2:40][CH2:39][NH:38][CH2:37][CH2:36]1.O.CCOC(C)=O. The catalyst class is: 3.